From a dataset of Catalyst prediction with 721,799 reactions and 888 catalyst types from USPTO. Predict which catalyst facilitates the given reaction. (1) The catalyst class is: 6. Product: [CH3:1][O:2][CH:3]=[CH2:4].[CH:5]1[C:10](=[O:11])[O:9][C:7](=[O:8])[CH:6]=1.[C:23]1([CH2:22][NH-:19])[C:3]2[C:4](=[CH:13][CH:14]=[CH:15][CH:16]=2)[CH:10]=[CH:5][CH:6]=1. Reactant: [CH3:1][O:2][CH:3]=[CH2:4].[CH:5]1[C:10](=[O:11])[O:9][C:7](=[O:8])[CH:6]=1.O1[CH2:16][CH2:15][CH2:14][CH2:13]1.C([N:19]([CH2:22][CH3:23])CC)C.[OH-].[Na+]. (2) Reactant: [Cl:1][C:2]1[CH:3]=[C:4]2[C:12](=[O:13])[C:11]3[CH:14]=[C:15]([Cl:18])[N:16]=[CH:17][C:10]=3[CH:9]=[CH:8][C:5]2=[N:6][CH:7]=1.[BH4-].[Na+].[NH4+].[Cl-]. Product: [Cl:1][C:2]1[CH:3]=[C:4]2[CH:12]([OH:13])[C:11]3[CH:14]=[C:15]([Cl:18])[N:16]=[CH:17][C:10]=3[CH:9]=[CH:8][C:5]2=[N:6][CH:7]=1. The catalyst class is: 5. (3) Reactant: [F:1][C:2]([F:7])([F:6])[C:3]([OH:5])=[O:4].[Cl:8][C:9]1[CH:14]=[CH:13][CH:12]=[C:11]([Cl:15])[C:10]=1[C:16]1[C:20]([CH2:21][O:22][C:23]2[CH:24]=[C:25]3[C:29](=[CH:30][CH:31]=2)[N:28]([C:32]([C:34]2[CH:35]=[C:36]([CH:44]=[CH:45][CH:46]=2)[C:37]([O:39]C(C)(C)C)=[O:38])=[O:33])[CH:27]=[CH:26]3)=[C:19]([CH:47]([CH3:49])[CH3:48])[O:18][N:17]=1. Product: [F:1][C:2]([F:7])([F:6])[C:3]([OH:5])=[O:4].[Cl:15][C:11]1[CH:12]=[CH:13][CH:14]=[C:9]([Cl:8])[C:10]=1[C:16]1[C:20]([CH2:21][O:22][C:23]2[CH:24]=[C:25]3[C:29](=[CH:30][CH:31]=2)[N:28]([C:32]([C:34]2[CH:35]=[C:36]([CH:44]=[CH:45][CH:46]=2)[C:37]([OH:39])=[O:38])=[O:33])[CH:27]=[CH:26]3)=[C:19]([CH:47]([CH3:49])[CH3:48])[O:18][N:17]=1. The catalyst class is: 4. (4) Reactant: [NH2:1][C:2]1[C:6]2[CH:7]=[N:8][C:9]([NH:11][C:12]([NH:14][C@@H:15]([C:17]3[CH:22]=[CH:21][CH:20]=[CH:19][CH:18]=3)[CH3:16])=[O:13])=[CH:10][C:5]=2[N:4]([C:23]([C:36]2[CH:41]=[CH:40][CH:39]=[CH:38][CH:37]=2)([C:30]2[CH:35]=[CH:34][CH:33]=[CH:32][CH:31]=2)[C:24]2[CH:29]=[CH:28][CH:27]=[CH:26][CH:25]=2)[N:3]=1.[CH2:42]([N:44]=[C:45]=[O:46])[CH3:43].CCN(C(C)C)C(C)C.[N-]=C=O.C(O)C(N)(CO)CO. Product: [CH2:42]([NH:44][C:45](=[O:46])[NH:1][C:2]1[C:6]2[CH:7]=[N:8][C:9]([NH:11][C:12]([NH:14][C@@H:15]([C:17]3[CH:22]=[CH:21][CH:20]=[CH:19][CH:18]=3)[CH3:16])=[O:13])=[CH:10][C:5]=2[N:4]([C:23]([C:24]2[CH:25]=[CH:26][CH:27]=[CH:28][CH:29]=2)([C:36]2[CH:41]=[CH:40][CH:39]=[CH:38][CH:37]=2)[C:30]2[CH:31]=[CH:32][CH:33]=[CH:34][CH:35]=2)[N:3]=1)[CH3:43]. The catalyst class is: 2. (5) Reactant: [Mg].Br[C:3]1[CH:8]=[CH:7][C:6]([CH2:9][CH3:10])=[CH:5][CH:4]=1.[Br:11][C:12]1[CH:13]=[C:14]([CH:17]=[CH:18][C:19]=1[O:20][CH2:21][CH3:22])[CH:15]=[O:16].[Cl-].[NH4+]. The catalyst class is: 1. Product: [Br:11][C:12]1[CH:13]=[C:14]([CH:15]([C:3]2[CH:8]=[CH:7][C:6]([CH2:9][CH3:10])=[CH:5][CH:4]=2)[OH:16])[CH:17]=[CH:18][C:19]=1[O:20][CH2:21][CH3:22]. (6) Reactant: C(C1C=C(C(C)C)C=C(C(C)C)C=1S(Cl)(=O)=O)(C)C.[Si]([C@@:27]1([OH:68])[C@@H:31]([CH2:32][O:33][Si](C(C)(C)C)(C)C)[O:30][C@@H:29]([N:41]2[CH:48]=[C:47]([CH2:49][O:50][C@H:51]([C:56]3[CH:61]=[C:60]([O:62][CH3:63])[C:59]([I:64])=[CH:58][C:57]=3[N+:65]([O-:67])=[O:66])[C:52]([CH3:55])([CH3:54])[CH3:53])[C:45](=O)[NH:44][C:42]2=[O:43])[CH2:28]1)(C(C)(C)C)(C)C.C([N:71](CC)CC)C.[N+](CCCC)(CCCC)(CCCC)CCCC.[F-]. The catalyst class is: 79. Product: [I:64][C:59]1[C:60]([O:62][CH3:63])=[CH:61][C:56]([C@@H:51]([O:50][CH2:49][C:47]2[C:45]([NH2:71])=[N:44][C:42](=[O:43])[N:41]([CH:48]=2)[C@@H:29]2[O:30][C@H:31]([CH2:32][OH:33])[C@@H:27]([OH:68])[CH2:28]2)[C:52]([CH3:54])([CH3:55])[CH3:53])=[C:57]([N+:65]([O-:67])=[O:66])[CH:58]=1. (7) Reactant: [CH:1]1([NH:7][C:8](=[O:23])[N:9]([C:11]2[CH:16]=[CH:15][C:14]([S:17][C:18]([F:21])([F:20])[F:19])=[CH:13][C:12]=2[F:22])[CH3:10])[CH2:6][CH2:5][CH2:4][CH2:3][CH2:2]1.C(N(C(C)C)CC)(C)C.[F:33][C:34]1[CH:42]=[CH:41][CH:40]=[C:39]([F:43])[C:35]=1[C:36](Cl)=[O:37].C(OCC)(=O)C. Product: [CH:1]1([N:7]([C:36](=[O:37])[C:35]2[C:34]([F:33])=[CH:42][CH:41]=[CH:40][C:39]=2[F:43])[C:8]([N:9]([C:11]2[CH:16]=[CH:15][C:14]([S:17][C:18]([F:19])([F:20])[F:21])=[CH:13][C:12]=2[F:22])[CH3:10])=[O:23])[CH2:6][CH2:5][CH2:4][CH2:3][CH2:2]1. The catalyst class is: 11. (8) Reactant: C(O)(=O)C.[BH4-].[Na+].[C:7]1([C@@H:13]([NH:15][C:16]2[CH2:21][CH2:20][CH2:19][CH2:18][C:17]=2[C:22]([O:24][CH2:25][CH3:26])=[O:23])[CH3:14])[CH:12]=[CH:11][CH:10]=[CH:9][CH:8]=1. Product: [C:7]1([C@@H:13]([NH:15][C@H:16]2[CH2:21][CH2:20][CH2:19][CH2:18][C@H:17]2[C:22]([O:24][CH2:25][CH3:26])=[O:23])[CH3:14])[CH:8]=[CH:9][CH:10]=[CH:11][CH:12]=1. The catalyst class is: 10. (9) Reactant: [C:1]([C:3]1[CH:8]=[CH:7][C:6]([S:9]([NH:12][C:13]2[N:14]=[CH:15][C:16]3[C:21]([C:22]=2[CH:23]2[CH2:25][CH2:24]2)=[CH:20][CH:19]=[CH:18][CH:17]=3)(=[O:11])=[O:10])=[CH:5][CH:4]=1)#[N:2].[F:26][C:27]([F:38])([F:37])[O:28][C:29]1[CH:36]=[CH:35][C:32]([CH2:33]Br)=[CH:31][CH:30]=1.C(=O)([O-])[O-].[K+].[K+].C(OCC)(=O)C. Product: [C:1]([C:3]1[CH:8]=[CH:7][C:6]([S:9]([N:12]([C:13]2[N:14]=[CH:15][C:16]3[C:21]([C:22]=2[CH:23]2[CH2:24][CH2:25]2)=[CH:20][CH:19]=[CH:18][CH:17]=3)[CH2:33][C:32]2[CH:35]=[CH:36][C:29]([O:28][C:27]([F:26])([F:37])[F:38])=[CH:30][CH:31]=2)(=[O:11])=[O:10])=[CH:5][CH:4]=1)#[N:2]. The catalyst class is: 9. (10) Reactant: [Na+].[Cl:2][C:3]1[CH:8]=[CH:7][C:6]([C:9]#[C:10][CH2:11][O:12][C:13]2[CH:18]=[CH:17][C:16]([S:19]([O-:22])(=O)=[O:20])=[CH:15][CH:14]=2)=[CH:5][CH:4]=1.P(Cl)(Cl)(Cl)(Cl)[Cl:24]. Product: [Cl:2][C:3]1[CH:8]=[CH:7][C:6]([C:9]#[C:10][CH2:11][O:12][C:13]2[CH:18]=[CH:17][C:16]([S:19]([Cl:24])(=[O:22])=[O:20])=[CH:15][CH:14]=2)=[CH:5][CH:4]=1. The catalyst class is: 4.